Predict the reactants needed to synthesize the given product. From a dataset of Full USPTO retrosynthesis dataset with 1.9M reactions from patents (1976-2016). (1) Given the product [Si:1]([O:8][C@H:9]1[CH2:12][N:11]([C:13]2[CH:18]=[N:17][CH:16]=[C:15]([Cl:19])[N:14]=2)[C@@H:10]1[C:20]([NH:26][CH2:25][C:24]([F:28])([F:27])[F:23])=[O:21])([C:4]([CH3:7])([CH3:6])[CH3:5])([CH3:3])[CH3:2], predict the reactants needed to synthesize it. The reactants are: [Si:1]([O:8][C@H:9]1[CH2:12][N:11]([C:13]2[CH:18]=[N:17][CH:16]=[C:15]([Cl:19])[N:14]=2)[C@@H:10]1[C:20](O)=[O:21])([C:4]([CH3:7])([CH3:6])[CH3:5])([CH3:3])[CH3:2].[F:23][C:24]([F:28])([F:27])[CH2:25][NH2:26].C1CN([P+](ON2N=NC3C=CC=CC2=3)(N2CCCC2)N2CCCC2)CC1.F[P-](F)(F)(F)(F)F.CCN(C(C)C)C(C)C. (2) The reactants are: [CH2:1]([N:3]1[C:7]([C:8]([OH:10])=O)=[CH:6][C:5]([CH3:11])=[N:4]1)[CH3:2].S(Cl)(Cl)=O.[NH2:16][C:17]1[CH:34]=[CH:33][C:20]([C:21]([C:23]2[CH:31]=[C:30]3[C:26]([CH2:27][C:28](=[O:32])[NH:29]3)=[CH:25][CH:24]=2)=[O:22])=[CH:19][CH:18]=1. Given the product [O:32]=[C:28]1[CH2:27][C:26]2[C:30](=[CH:31][C:23]([C:21]([C:20]3[CH:19]=[CH:18][C:17]([NH:16][C:8]([C:7]4[N:3]([CH2:1][CH3:2])[N:4]=[C:5]([CH3:11])[CH:6]=4)=[O:10])=[CH:34][CH:33]=3)=[O:22])=[CH:24][CH:25]=2)[NH:29]1, predict the reactants needed to synthesize it. (3) Given the product [Cl:37][C:14]1[CH:13]=[C:12]([S:9]([NH2:8])(=[O:10])=[O:11])[S:16][C:15]=1[O:17][C:18]1[CH:23]=[CH:22][CH:21]=[C:20]([N:24]2[CH2:29][CH2:28][NH:27][CH2:26][CH2:25]2)[CH:19]=1, predict the reactants needed to synthesize it. The reactants are: COC1C=CC(C[N:8](CC2C=CC(OC)=CC=2)[S:9]([C:12]2[S:16][C:15]([O:17][C:18]3[CH:19]=[C:20]([N:24]4[CH2:29][CH2:28][N:27](C(OC(C)(C)C)=O)[CH2:26][CH2:25]4)[CH:21]=[CH:22][CH:23]=3)=[C:14]([Cl:37])[CH:13]=2)(=[O:11])=[O:10])=CC=1.C(O)(C(F)(F)F)=O. (4) Given the product [C:1]([NH:4][C:5]1[CH:32]=[CH:31][N:8]([C@@H:9]2[O:30][C@H:27]([CH2:28][O:29][C:53]([C:60]3[CH:65]=[CH:64][CH:63]=[CH:62][CH:61]=3)([C:54]3[CH:59]=[CH:58][CH:57]=[CH:56][CH:55]=3)[C:52]3[CH:51]=[CH:50][C:49]([O:48][CH3:47])=[CH:68][CH:67]=3)[C@@H:25]([OH:26])[C@H:10]2[O:11][CH2:12][C:13](=[O:24])[NH:14][CH2:15][CH2:16][NH:17][C:18](=[O:23])[C:19]([F:20])([F:21])[F:22])[C:7](=[O:33])[N:6]=1)(=[O:3])[CH3:2], predict the reactants needed to synthesize it. The reactants are: [C:1]([NH:4][C:5]1[CH:32]=[CH:31][N:8]([C@@H:9]2[O:30][C@H:27]([CH2:28][OH:29])[C@@H:25]([OH:26])[C@H:10]2[O:11][CH2:12][C:13](=[O:24])[NH:14][CH2:15][CH2:16][NH:17][C:18](=[O:23])[C:19]([F:22])([F:21])[F:20])[C:7](=[O:33])[N:6]=1)(=[O:3])[CH3:2].N1C=CC=CC=1.C(N(CC)CC)C.[CH3:47][O:48][C:49]1[CH:68]=[CH:67][C:52]([C:53](Cl)([C:60]2[CH:65]=[CH:64][CH:63]=[CH:62][CH:61]=2)[C:54]2[CH:59]=[CH:58][CH:57]=[CH:56][CH:55]=2)=[CH:51][CH:50]=1.